Dataset: Full USPTO retrosynthesis dataset with 1.9M reactions from patents (1976-2016). Task: Predict the reactants needed to synthesize the given product. (1) Given the product [Br:1][C:2]1[C:3]([O:22][CH3:24])=[C:4]([C:9]([CH2:12][S:13][CH2:14][CH2:15][OH:20])=[CH:10][CH:11]=1)[C:5]([O:7][CH3:8])=[O:6], predict the reactants needed to synthesize it. The reactants are: [Br:1][C:2]1[C:3]([OH:22])=[C:4]([C:9]([CH2:12][S:13][C:14]2C=CC=C[C:15]=2[O:20]C)=[CH:10][CH:11]=1)[C:5]([O:7][CH3:8])=[O:6].Br[C:24]1C(OC)=C(C(CBr)=CC=1)C(OC)=O. (2) Given the product [F:70][C:64]1[CH:65]=[C:66]([F:69])[CH:67]=[CH:68][C:63]=1[C@H:51]([NH:50][C:8]([C:7]1[C:2]([OH:1])=[N:3][C:4]([N:11]2[CH:15]=[CH:14][CH:13]=[N:12]2)=[N:5][CH:6]=1)=[O:10])[C:52]1[CH:53]=[CH:54][C:55]([P:58]([CH3:62])(=[O:61])[O:59][CH2:60][CH3:16])=[CH:56][CH:57]=1, predict the reactants needed to synthesize it. The reactants are: [OH:1][C:2]1[C:7]([C:8]([OH:10])=O)=[CH:6][N:5]=[C:4]([N:11]2[CH:15]=[CH:14][CH:13]=[N:12]2)[N:3]=1.[CH3:16]CN(C(C)C)C(C)C.CN(C(ON1N=NC2C=CC=NC1=2)=[N+](C)C)C.F[P-](F)(F)(F)(F)F.Cl.[NH2:50][C@@H:51]([C:63]1[CH:68]=[CH:67][C:66]([F:69])=[CH:65][C:64]=1[F:70])[C:52]1[CH:57]=[CH:56][C:55]([P:58]([CH3:62])(=[O:61])[O:59][CH3:60])=[CH:54][CH:53]=1.